This data is from NCI-60 drug combinations with 297,098 pairs across 59 cell lines. The task is: Regression. Given two drug SMILES strings and cell line genomic features, predict the synergy score measuring deviation from expected non-interaction effect. Synergy scores: CSS=56.0, Synergy_ZIP=-3.00, Synergy_Bliss=-3.27, Synergy_Loewe=-7.59, Synergy_HSA=0.117. Drug 2: C1CC(C1)(C(=O)O)C(=O)O.[NH2-].[NH2-].[Pt+2]. Drug 1: C1=C(C(=O)NC(=O)N1)N(CCCl)CCCl. Cell line: RPMI-8226.